This data is from Forward reaction prediction with 1.9M reactions from USPTO patents (1976-2016). The task is: Predict the product of the given reaction. (1) Given the reactants Br[C:2]1[CH:7]=[C:6]([O:8][CH3:9])[CH:5]=[C:4]([O:10][CH3:11])[CH:3]=1.C([Li])CCC.[B:17](OC)([O:20]C)[O:18]C, predict the reaction product. The product is: [CH3:11][O:10][C:4]1[CH:3]=[C:2]([B:17]([OH:20])[OH:18])[CH:7]=[C:6]([O:8][CH3:9])[CH:5]=1. (2) Given the reactants FC(F)(F)S(O[C:7]1[CH:12]=[CH:11][C:10]([C:13]2[CH:18]=[CH:17][C:16]([C:19]3[N:25]([CH2:26][C@@H:27]4[CH2:31][CH2:30][N:29]([C:32]([CH:34]5[CH2:36][CH2:35]5)=[O:33])[CH2:28]4)[C:24](=[O:37])[C:21]4([CH2:23][CH2:22]4)[N:20]=3)=[CH:15][CH:14]=2)=[CH:9][CH:8]=1)(=O)=O.[CH3:40][N:41]1[CH:45]=[C:44](B2OC(C)(C)C(C)(C)O2)[CH:43]=[N:42]1.C([O-])([O-])=O.[Na+].[Na+], predict the reaction product. The product is: [CH:34]1([C:32]([N:29]2[CH2:30][CH2:31][C@@H:27]([CH2:26][N:25]3[C:24](=[O:37])[C:21]4([CH2:22][CH2:23]4)[N:20]=[C:19]3[C:16]3[CH:15]=[CH:14][C:13]([C:10]4[CH:11]=[CH:12][C:7]([C:44]5[CH:43]=[N:42][N:41]([CH3:40])[CH:45]=5)=[CH:8][CH:9]=4)=[CH:18][CH:17]=3)[CH2:28]2)=[O:33])[CH2:36][CH2:35]1.